Dataset: Forward reaction prediction with 1.9M reactions from USPTO patents (1976-2016). Task: Predict the product of the given reaction. (1) Given the reactants ICO[C:4]1[CH:5]=[C:6]([CH:10]=[CH:11][CH:12]=1)[C:7]([OH:9])=[O:8].[CH3:13][N:14]([CH3:18])[CH2:15][C:16]#[CH:17].C(N(CC)CC)C.CN([CH:29]=[O:30])C, predict the reaction product. The product is: [CH3:13][N:14]([CH3:18])[CH2:15][C:16]#[C:17][C:4]1[CH:5]=[C:6]([CH:10]=[CH:11][C:12]=1[O:30][CH3:29])[C:7]([OH:9])=[O:8]. (2) Given the reactants [H-].[Na+].[F:3][C:4]1[CH:9]=[CH:8][C:7]([OH:10])=[CH:6][CH:5]=1.[C:11]([O:15][C:16]([N:18]1[CH2:22][CH2:21][CH:20](OS(C)(=O)=O)[CH2:19]1)=[O:17])([CH3:14])([CH3:13])[CH3:12].O, predict the reaction product. The product is: [C:11]([O:15][C:16]([N:18]1[CH2:22][CH2:21][CH:20]([O:10][C:7]2[CH:8]=[CH:9][C:4]([F:3])=[CH:5][CH:6]=2)[CH2:19]1)=[O:17])([CH3:14])([CH3:12])[CH3:13]. (3) The product is: [F:11][C:8]1[CH:9]=[CH:10][C:5]([CH:4]([C:12]2[CH:13]=[CH:14][C:15]([F:18])=[CH:16][CH:17]=2)[NH:3][O:2][CH3:1])=[CH:6][CH:7]=1. Given the reactants [CH3:1][O:2][N:3]=[C:4]([C:12]1[CH:17]=[CH:16][C:15]([F:18])=[CH:14][CH:13]=1)[C:5]1[CH:10]=[CH:9][C:8]([F:11])=[CH:7][CH:6]=1.C([BH3-])#N.[Na+], predict the reaction product. (4) Given the reactants [CH2:1]([C:3]1[CH:4]=[CH:5][C:6]([OH:17])=[C:7]([C:9]([C:11]2[CH:16]=[CH:15][CH:14]=[CH:13][CH:12]=2)=[O:10])[CH:8]=1)[CH3:2].[OH:18][CH:19]([CH3:33])[CH2:20][CH2:21]OS(C1C=CC(C)=CC=1)(=O)=O.C([O-])([O-])=O.[Cs+].[Cs+], predict the reaction product. The product is: [CH2:1]([C:3]1[CH:4]=[CH:5][C:6]([O:17][CH2:21][CH2:20][CH:19]([OH:18])[CH3:33])=[C:7]([C:9]([C:11]2[CH:16]=[CH:15][CH:14]=[CH:13][CH:12]=2)=[O:10])[CH:8]=1)[CH3:2]. (5) Given the reactants [NH2:1][C:2]1[C:7]([F:8])=[C:6]([Cl:9])[N:5]=[C:4]([C:10]([O:12]C)=[O:11])[C:3]=1I.[C:15](=O)([O-])[O-:16].[Cs+].[Cs+].N1C2C(=CC=C3C=2N=CC=C3)C=CC=1, predict the reaction product. The product is: [NH2:1][C:2]1[C:7]([F:8])=[C:6]([Cl:9])[N:5]=[C:4]([C:10]([OH:12])=[O:11])[C:3]=1[O:16][CH3:15]. (6) Given the reactants [CH2:1]([O:8][C:9](=[O:21])[CH2:10][NH:11][CH2:12][C:13]1[CH:18]=[CH:17][C:16]([O:19][CH3:20])=[CH:15][CH:14]=1)[C:2]1[CH:7]=[CH:6][CH:5]=[CH:4][CH:3]=1.OC1C=CC=CN=1.[CH2:29]=[C:30]1[O:34][C:32](=[O:33])[CH2:31]1, predict the reaction product. The product is: [CH2:1]([O:8][C:9](=[O:21])[CH2:10][N:11]([CH2:12][C:13]1[CH:14]=[CH:15][C:16]([O:19][CH3:20])=[CH:17][CH:18]=1)[C:32](=[O:33])[CH2:31][C:30](=[O:34])[CH3:29])[C:2]1[CH:3]=[CH:4][CH:5]=[CH:6][CH:7]=1. (7) Given the reactants Cl[C:2]1[C:7]([C:8]([O:10]C)=O)=[CH:6][C:5](I)=[CH:4][N:3]=1.[F:13][C:14]1[CH:27]=[C:26]([F:28])[CH:25]=[CH:24][C:15]=1[O:16][C:17]1[CH:22]=[CH:21][C:20]([OH:23])=[CH:19][CH:18]=1.[NH2:29][CH:30]1[CH2:35]C[CH2:33][N:32]([C:36](OC(C)(C)C)=O)[CH2:31]1.[NH3:43].[N:44]#CBr, predict the reaction product. The product is: [C:36]([N:32]1[CH2:33][CH2:35][CH:30]([NH:29][C:5]2[CH:6]=[C:7]([C:8]([NH2:44])=[O:10])[C:2]([O:23][C:20]3[CH:19]=[CH:18][C:17]([O:16][C:15]4[CH:24]=[CH:25][C:26]([F:28])=[CH:27][C:14]=4[F:13])=[CH:22][CH:21]=3)=[N:3][CH:4]=2)[CH2:31]1)#[N:43].